From a dataset of Forward reaction prediction with 1.9M reactions from USPTO patents (1976-2016). Predict the product of the given reaction. (1) Given the reactants [F:1][C:2]1[CH:3]=[C:4]([CH:7]=[C:8]([O:11][CH3:12])[C:9]=1[OH:10])[CH:5]=[O:6].[CH2:13](Br)[C:14]1[CH:19]=[CH:18][CH:17]=[CH:16][CH:15]=1.C(=O)([O-])[O-].[K+].[K+].C(#N)C, predict the reaction product. The product is: [CH2:13]([O:10][C:9]1[C:8]([O:11][CH3:12])=[CH:7][C:4]([CH:5]=[O:6])=[CH:3][C:2]=1[F:1])[C:14]1[CH:19]=[CH:18][CH:17]=[CH:16][CH:15]=1. (2) Given the reactants CO[C:3]1[C:8]([CH3:9])=[C:7]([C:10]([F:13])([F:12])[F:11])[CH:6]=[CH:5][C:4]=1[C:14]1[O:15][CH2:16][C:17]([CH3:20])([CH3:19])[N:18]=1.[CH2:21]([Mg]Cl)[CH3:22], predict the reaction product. The product is: [CH2:21]([C:3]1[C:8]([CH3:9])=[C:7]([C:10]([F:13])([F:12])[F:11])[CH:6]=[CH:5][C:4]=1[C:14]1[O:15][CH2:16][C:17]([CH3:20])([CH3:19])[N:18]=1)[CH3:22]. (3) The product is: [C:1]([C:5]1[N:6]=[C:7]([Cl:32])[C:8]2[CH:14]=[C:13]([C:15]3[CH:20]=[CH:19][C:18]([Cl:21])=[CH:17][CH:16]=3)[C:12]([C:22]3[CH:27]=[CH:26][CH:25]=[CH:24][C:23]=3[Cl:28])=[N:11][C:9]=2[N:10]=1)([CH3:4])([CH3:3])[CH3:2]. Given the reactants [C:1]([C:5]1[NH:6][C:7](=O)[C:8]2[CH:14]=[C:13]([C:15]3[CH:20]=[CH:19][C:18]([Cl:21])=[CH:17][CH:16]=3)[C:12]([C:22]3[CH:27]=[CH:26][CH:25]=[CH:24][C:23]=3[Cl:28])=[N:11][C:9]=2[N:10]=1)([CH3:4])([CH3:3])[CH3:2].O=P(Cl)(Cl)[Cl:32].C1(C)C=CC=CC=1, predict the reaction product. (4) Given the reactants C(Cl)(=O)C(Cl)=O.[C:7](O)(=[O:10])[CH2:8][CH3:9].[CH3:12][O:13][C:14]([C:16]1[CH:17]=[C:18]([CH3:35])[C:19]2[O:25][C:24]3[C:26]([Cl:31])=[CH:27][C:28]([NH2:30])=[CH:29][C:23]=3[CH2:22][S:21](=[O:33])(=[O:32])[C:20]=2[CH:34]=1)=[O:15], predict the reaction product. The product is: [CH3:12][O:13][C:14]([C:16]1[CH:17]=[C:18]([CH3:35])[C:19]2[O:25][C:24]3[C:26]([Cl:31])=[CH:27][C:28]([NH:30][C:7](=[O:10])[CH2:8][CH3:9])=[CH:29][C:23]=3[CH2:22][S:21](=[O:33])(=[O:32])[C:20]=2[CH:34]=1)=[O:15].